This data is from Catalyst prediction with 721,799 reactions and 888 catalyst types from USPTO. The task is: Predict which catalyst facilitates the given reaction. (1) Reactant: [N+:1]([C:4]1[CH:9]=[CH:8][C:7]([C:10]2[O:11][C:12](=[O:25])[C:13]3[C:17]=2[C:16](=[O:18])[NH:15][C:14]=3[C:19]2[CH:24]=[CH:23][CH:22]=[CH:21][CH:20]=2)=[CH:6][CH:5]=1)([O-:3])=[O:2].S(C1C=CC(C)=CC=1)(O[CH3:30])(=O)=O.C(=O)([O-])[O-].[K+].[K+].CN(C)C=O. Product: [CH3:30][N:15]1[C:16](=[O:18])[C:17]2=[C:10]([C:7]3[CH:6]=[CH:5][C:4]([N+:1]([O-:3])=[O:2])=[CH:9][CH:8]=3)[O:11][C:12](=[O:25])[C:13]2=[C:14]1[C:19]1[CH:24]=[CH:23][CH:22]=[CH:21][CH:20]=1. The catalyst class is: 6. (2) Reactant: [Cl-].[NH4+].CO.[Cl:5][C:6]1[CH:11]=[C:10]([N+:12]([O-])=O)[CH:9]=[C:8]([Cl:15])[C:7]=1[S:16][C:17]1[CH:24]=[CH:23][C:20]([C:21]#[N:22])=[CH:19][CH:18]=1. Product: [NH2:12][C:10]1[CH:9]=[C:8]([Cl:15])[C:7]([S:16][C:17]2[CH:24]=[CH:23][C:20]([C:21]#[N:22])=[CH:19][CH:18]=2)=[C:6]([Cl:5])[CH:11]=1. The catalyst class is: 150. (3) Product: [CH2:1]=[CH:2][C:3]1[CH2:23][S:22][C@@H:6]2[C@H:7]([NH:10][C:11](/[C:13](/[C:16]3[N:20]=[C:19]([NH2:21])[S:18][CH:17]=3)=[N:14]\[OH:15])=[O:12])[C:8](=[O:9])[N:5]2[C:4]=1[C:24]([OH:26])=[O:25].[OH2:28]. Reactant: [CH2:1]=[CH:2][C:3]1[CH2:23][S:22][C@@H:6]2[C@H:7]([NH:10][C:11](/[C:13](/[C:16]3[N:20]=[C:19]([NH2:21])[S:18][CH:17]=3)=[N:14]\[OH:15])=[O:12])[C:8](=[O:9])[N:5]2[C:4]=1[C:24]([OH:26])=[O:25].C(=O)(O)[O-:28].[Na+].C. The catalyst class is: 6. (4) Reactant: [CH3:1][O:2][C@@H:3]([C@@H:21]1[CH2:25][CH2:24][CH2:23][N:22]1[C:26](=[O:45])[CH2:27][C@@H:28]([O:43][CH3:44])[C@@H:29]([N:34]([CH3:42])[C:35](=[O:41])[C@H:36]([CH:38]([CH3:40])[CH3:39])[NH2:37])[C@@H:30]([CH3:33])[CH2:31][CH3:32])[C@@H:4]([CH3:20])[C:5]([NH:7][C@H:8]([C:16]([O:18][CH3:19])=[O:17])[CH2:9][C:10]1[CH:15]=[CH:14][CH:13]=[CH:12][CH:11]=1)=[S:6].[CH:46]1[C:58]2[CH:57]([CH2:59][O:60][C:61]([N:63]([CH3:70])[C:64]([CH3:69])([C:66](O)=[O:67])[CH3:65])=[O:62])[C:56]3[C:51](=[CH:52][CH:53]=[CH:54][CH:55]=3)[C:50]=2[CH:49]=[CH:48][CH:47]=1.CN(C(ON1N=NC2C=CC=NC1=2)=[N+](C)C)C.F[P-](F)(F)(F)(F)F.C(N(C(C)C)CC)(C)C. Product: [CH:55]1[C:56]2[CH:57]([CH2:59][O:60][C:61]([N:63]([CH3:70])[C:64]([CH3:65])([C:66]([NH:37][C@H:36]([C:35]([N:34]([C@@H:29]([C@@H:30]([CH3:33])[CH2:31][CH3:32])[C@H:28]([O:43][CH3:44])[CH2:27][C:26]([N:22]3[CH2:23][CH2:24][CH2:25][C@H:21]3[C@H:3]([O:2][CH3:1])[C@@H:4]([CH3:20])[C:5]([NH:7][C@@H:8]([CH2:9][C:10]3[CH:11]=[CH:12][CH:13]=[CH:14][CH:15]=3)[C:16]([O:18][CH3:19])=[O:17])=[S:6])=[O:45])[CH3:42])=[O:41])[CH:38]([CH3:39])[CH3:40])=[O:67])[CH3:69])=[O:62])[C:58]3[C:50](=[CH:49][CH:48]=[CH:47][CH:46]=3)[C:51]=2[CH:52]=[CH:53][CH:54]=1. The catalyst class is: 4. (5) Reactant: [Cl:1][C:2]1[CH:7]=[CH:6][C:5]([C:8]#[C:9][Si](C)(C)C)=[C:4]([F:14])[CH:3]=1.CCCC[N+](CCCC)(CCCC)CCCC.[F-]. Product: [Cl:1][C:2]1[CH:7]=[CH:6][C:5]([C:8]#[CH:9])=[C:4]([F:14])[CH:3]=1. The catalyst class is: 2. (6) Reactant: [OH:1][C:2]1[CH:9]=[CH:8][C:5]([CH:6]=[O:7])=[CH:4][CH:3]=1.Cl.[CH3:11][N:12]([CH3:16])[CH2:13][CH2:14]Cl.C(=O)([O-])[O-].[K+].[K+].C(OCC)(=O)C. Product: [CH3:11][N:12]([CH3:16])[CH2:13][CH2:14][O:1][C:2]1[CH:9]=[CH:8][C:5]([CH:6]=[O:7])=[CH:4][CH:3]=1. The catalyst class is: 9.